From a dataset of Catalyst prediction with 721,799 reactions and 888 catalyst types from USPTO. Predict which catalyst facilitates the given reaction. (1) Reactant: [Cl:1][C:2]1[N:7]=[C:6](Cl)[C:5]([F:9])=[CH:4][N:3]=1.CCN(C(C)C)C(C)C.[NH2:19][CH:20]1[CH2:25][CH2:24][CH2:23][N:22]([C:26]([O:28][C:29]([CH3:32])([CH3:31])[CH3:30])=[O:27])[CH2:21]1. Product: [Cl:1][C:2]1[N:7]=[C:6]([NH:19][CH:20]2[CH2:25][CH2:24][CH2:23][N:22]([C:26]([O:28][C:29]([CH3:32])([CH3:31])[CH3:30])=[O:27])[CH2:21]2)[C:5]([F:9])=[CH:4][N:3]=1. The catalyst class is: 1. (2) Reactant: Br[CH2:2][C:3]1[N:8]([C:9]2[CH:14]=[CH:13][CH:12]=[C:11]([C:15]([F:18])([F:17])[F:16])[CH:10]=2)[C:7](=[O:19])[NH:6][CH:5]([C:20]2[CH:25]=[CH:24][C:23]([C:26]#[N:27])=[CH:22][C:21]=2[C:28]([F:31])([F:30])[F:29])[C:4]=1[C:32]([O:34]CC)=O.[CH3:37][NH:38][NH2:39]. Product: [CH3:37][N:38]1[CH2:2][C:3]2[N:8]([C:9]3[CH:14]=[CH:13][CH:12]=[C:11]([C:15]([F:17])([F:16])[F:18])[CH:10]=3)[C:7](=[O:19])[NH:6][CH:5]([C:20]3[CH:25]=[CH:24][C:23]([C:26]#[N:27])=[CH:22][C:21]=3[C:28]([F:29])([F:31])[F:30])[C:4]=2[C:32](=[O:34])[NH:39]1. The catalyst class is: 12. (3) Reactant: [F:1][C:2]1[CH:7]=[CH:6][CH:5]=[CH:4][C:3]=1[C:8]1[C:16]2[C:11](=[N:12][CH:13]=[C:14](B3OC(C)(C)C(C)(C)O3)[CH:15]=2)[N:10]([CH2:26][O:27][CH2:28][CH2:29][Si:30]([CH3:33])([CH3:32])[CH3:31])[CH:9]=1.[NH2:34][C:35]1[C:40]([CH:41]([OH:47])[C:42]([N:44]([CH3:46])[CH3:45])=[O:43])=[CH:39][C:38](Br)=[CH:37][N:36]=1.C(=O)(O)[O-].[Na+]. Product: [NH2:34][C:35]1[C:40]([CH:41]([OH:47])[C:42]([N:44]([CH3:45])[CH3:46])=[O:43])=[CH:39][C:38]([C:14]2[CH:15]=[C:16]3[C:8]([C:3]4[CH:4]=[CH:5][CH:6]=[CH:7][C:2]=4[F:1])=[CH:9][N:10]([CH2:26][O:27][CH2:28][CH2:29][Si:30]([CH3:32])([CH3:31])[CH3:33])[C:11]3=[N:12][CH:13]=2)=[CH:37][N:36]=1. The catalyst class is: 783.